The task is: Predict the reactants needed to synthesize the given product.. This data is from Full USPTO retrosynthesis dataset with 1.9M reactions from patents (1976-2016). (1) Given the product [NH2:1][C:2]1[N:7]=[C:6]([Cl:8])[C:5]2[CH2:9][C:10](=[O:12])[N:15]([CH2:16][CH:17]3[CH2:22][C:21]([CH3:23])([CH3:24])[NH:20][C:19]([CH3:26])([CH3:25])[CH2:18]3)[C:4]=2[N:3]=1, predict the reactants needed to synthesize it. The reactants are: [NH2:1][C:2]1[N:7]=[C:6]([Cl:8])[C:5]([CH2:9][C:10]([O:12]CC)=O)=[C:4]([NH:15][CH2:16][CH:17]2[CH2:22][C:21]([CH3:24])([CH3:23])[NH:20][C:19]([CH3:26])([CH3:25])[CH2:18]2)[N:3]=1. (2) Given the product [CH2:1]([O:3][C:4]([C:6]1[NH:7][C:8]2[C:13]([CH:14]=1)=[CH:12][C:11]([OH:15])=[C:10]([Cl:17])[CH:9]=2)=[O:5])[CH3:2], predict the reactants needed to synthesize it. The reactants are: [CH2:1]([O:3][C:4]([C:6]1[NH:7][C:8]2[C:13]([CH:14]=1)=[CH:12][C:11]([O:15]C)=[C:10]([Cl:17])[CH:9]=2)=[O:5])[CH3:2].B(Br)(Br)Br.C(OCC)(=O)C. (3) Given the product [C:2]([N+:6]([O-:7])=[CH:20][C:19]1[CH:22]=[CH:23][CH:24]=[CH:25][C:18]=1[S:15]([N:12]1[CH2:11][CH2:10][N:9]([CH3:8])[CH2:14][CH2:13]1)(=[O:16])=[O:17])([CH3:5])([CH3:4])[CH3:3], predict the reactants needed to synthesize it. The reactants are: Cl.[C:2]([NH:6][OH:7])([CH3:5])([CH3:4])[CH3:3].[CH3:8][N:9]1[CH2:14][CH2:13][N:12]([S:15]([C:18]2[CH:25]=[CH:24][CH:23]=[CH:22][C:19]=2[CH:20]=O)(=[O:17])=[O:16])[CH2:11][CH2:10]1. (4) Given the product [Cl:19][C:20]1[CH:26]=[CH:25][C:23]([NH:24][C:12](=[O:14])[C:11]2[CH:15]=[CH:16][C:8]([N:7]3[CH2:6][CH2:5][O:4][CH2:3][S:2]3(=[O:1])=[O:18])=[CH:9][C:10]=2[F:17])=[CH:22][C:21]=1[C:27]1[C:36]2[C:31](=[CH:32][CH:33]=[CH:34][CH:35]=2)[CH:30]=[CH:29][N:28]=1, predict the reactants needed to synthesize it. The reactants are: [O:1]=[S:2]1(=[O:18])[N:7]([C:8]2[CH:16]=[CH:15][C:11]([C:12]([OH:14])=O)=[C:10]([F:17])[CH:9]=2)[CH2:6][CH2:5][O:4][CH2:3]1.[Cl:19][C:20]1[CH:26]=[CH:25][C:23]([NH2:24])=[CH:22][C:21]=1[C:27]1[C:36]2[C:31](=[CH:32][CH:33]=[CH:34][CH:35]=2)[CH:30]=[CH:29][N:28]=1.CN(C(ON1N=NC2C=CC=NC1=2)=[N+](C)C)C.F[P-](F)(F)(F)(F)F.CCN(C(C)C)C(C)C. (5) Given the product [Cl:50][C:51]1[CH:52]=[C:53]([NH:54][C:7]2[N:6]=[C:5]([NH:4][CH:1]3[CH2:3][CH2:2]3)[N:10]3[N:11]=[CH:12][C:13](/[CH:14]=[C:15]4/[C:16](=[O:21])[NH:17][C:18](=[O:20])[NH:19]/4)=[C:9]3[N:8]=2)[CH:55]=[CH:56][CH:57]=1, predict the reactants needed to synthesize it. The reactants are: [CH:1]1([NH:4][C:5]2[N:10]3[N:11]=[CH:12][C:13](/[CH:14]=[C:15]4/[C:16](=[O:21])[NH:17][C:18](=[O:20])[NH:19]/4)=[C:9]3[N:8]=[C:7](S(C)(=O)=O)[N:6]=2)[CH2:3][CH2:2]1.C1(NC2N3N=CC(/C=C4/C(=O)NC(=O)N/4)=C3N=C(S(C)=O)N=2)CC1.[Cl:50][C:51]1[CH:52]=[C:53]([CH:55]=[CH:56][CH:57]=1)[NH2:54].CO. (6) Given the product [S:1]1[C:5]2[CH:6]=[CH:7][CH:8]=[CH:9][C:4]=2[C:3]([N:10]2[CH2:11][CH2:12][N:13]([CH2:16][CH2:17][C:18]3[CH:19]=[CH:20][C:21]([NH:24][C:34](=[O:35])[C:33]([CH3:38])([CH3:37])[CH3:32])=[CH:22][CH:23]=3)[CH2:14][CH2:15]2)=[N:2]1, predict the reactants needed to synthesize it. The reactants are: [S:1]1[C:5]2[CH:6]=[CH:7][CH:8]=[CH:9][C:4]=2[C:3]([N:10]2[CH2:15][CH2:14][N:13]([CH2:16][CH2:17][C:18]3[CH:23]=[CH:22][C:21]([NH2:24])=[CH:20][CH:19]=3)[CH2:12][CH2:11]2)=[N:2]1.C(N(CC)CC)C.[CH3:32][C:33]([CH3:38])([CH3:37])[C:34](Cl)=[O:35].